This data is from Forward reaction prediction with 1.9M reactions from USPTO patents (1976-2016). The task is: Predict the product of the given reaction. (1) Given the reactants C(OC([NH:11][C@@H:12]([CH2:16][O:17][C:18]([CH3:21])([CH3:20])[CH3:19])[C:13]([OH:15])=[O:14])=O)C1C=CC=CC=1.[CH:22]1(O)[CH2:26][CH2:25][CH2:24][CH2:23]1.CCN=C=NCCCN(C)C.Cl, predict the reaction product. The product is: [C:18]([O:17][CH2:16][C@@H:12]([C:13]([O:15][CH:22]1[CH2:26][CH2:25][CH2:24][CH2:23]1)=[O:14])[NH2:11])([CH3:19])([CH3:20])[CH3:21]. (2) Given the reactants [CH:1]1([C:4]2[N:5]=[C:6]3[CH:11]=[CH:10][C:9]([N+:12]([O-])=O)=[CH:8][N:7]3[C:15]=2[CH3:16])[CH2:3][CH2:2]1.[F:17][C:18]([F:35])([F:34])[C:19]1[CH:20]=[CH:21][C:22]([C:25]2[CH:30]=[CH:29][C:28]([C:31](O)=[O:32])=[CH:27][CH:26]=2)=[N:23][CH:24]=1.[ClH:36].C(OCC)(=O)C, predict the reaction product. The product is: [ClH:36].[CH:1]1([C:4]2[N:5]=[C:6]3[CH:11]=[CH:10][C:9]([NH:12][C:31](=[O:32])[C:28]4[CH:27]=[CH:26][C:25]([C:22]5[CH:21]=[CH:20][C:19]([C:18]([F:35])([F:17])[F:34])=[CH:24][N:23]=5)=[CH:30][CH:29]=4)=[CH:8][N:7]3[C:15]=2[CH3:16])[CH2:3][CH2:2]1. (3) Given the reactants [N:1]([C:4]1[C:9]([F:10])=[CH:8][N:7]=[CH:6][C:5]=1[CH:11]=O)=[N+:2]=[N-:3].[Cl:13][C:14]1[CH:20]=[C:19]([N+:21]([O-:23])=[O:22])[CH:18]=[C:17]([Cl:24])[C:15]=1[NH2:16].C(N(CC)CC)C, predict the reaction product. The product is: [N:1]([C:4]1[C:9]([F:10])=[CH:8][N:7]=[CH:6][C:5]=1/[CH:11]=[N:16]/[C:15]1[C:17]([Cl:24])=[CH:18][C:19]([N+:21]([O-:23])=[O:22])=[CH:20][C:14]=1[Cl:13])=[N+:2]=[N-:3]. (4) Given the reactants [Cl:1][C:2]1[C:10]2[N:9]=[C:8]([C:11]([F:14])([F:13])[F:12])[NH:7][C:6]=2[CH:5]=[CH:4][C:3]=1[O:15][CH3:16].O([CH2:25][C:26]([F:29])([F:28])[F:27])S(C(F)(F)F)(=O)=O, predict the reaction product. The product is: [Cl:1][C:2]1[C:10]2[N:9]=[C:8]([C:11]([F:12])([F:13])[F:14])[N:7]([CH2:25][C:26]([F:29])([F:28])[F:27])[C:6]=2[CH:5]=[CH:4][C:3]=1[O:15][CH3:16].